This data is from NCI-60 drug combinations with 297,098 pairs across 59 cell lines. The task is: Regression. Given two drug SMILES strings and cell line genomic features, predict the synergy score measuring deviation from expected non-interaction effect. Drug 1: CC12CCC3C(C1CCC2O)C(CC4=C3C=CC(=C4)O)CCCCCCCCCS(=O)CCCC(C(F)(F)F)(F)F. Drug 2: CCC1=C2CN3C(=CC4=C(C3=O)COC(=O)C4(CC)O)C2=NC5=C1C=C(C=C5)O. Cell line: OVCAR-5. Synergy scores: CSS=24.0, Synergy_ZIP=0.674, Synergy_Bliss=-0.550, Synergy_Loewe=-25.0, Synergy_HSA=-9.32.